Predict the product of the given reaction. From a dataset of Forward reaction prediction with 1.9M reactions from USPTO patents (1976-2016). (1) The product is: [CH3:6][O:5][C:3](=[O:4])[C:2]([CH3:9])([CH3:1])[CH2:7][O:8][Si:19]([C:15]([CH3:18])([CH3:17])[CH3:16])([C:27]1[CH:28]=[CH:29][CH:30]=[CH:31][CH:32]=1)[C:21]1[CH:26]=[CH:25][CH:24]=[CH:23][CH:22]=1. Given the reactants [CH3:1][C:2]([CH3:9])([CH2:7][OH:8])[C:3]([O:5][CH3:6])=[O:4].N1C=CN=C1.[C:15]([Si:19]([C:27]1[CH:32]=[CH:31][CH:30]=[CH:29][CH:28]=1)([C:21]1[CH:26]=[CH:25][CH:24]=[CH:23][CH:22]=1)Cl)([CH3:18])([CH3:17])[CH3:16], predict the reaction product. (2) The product is: [CH:18]([C:20]1[CH:25]=[CH:24][C:23]([C:2]2[CH:7]=[C:6]([C:8]3[CH:13]=[CH:12][CH:11]=[CH:10][CH:9]=3)[CH:5]=[C:4]([C:14]([NH:16][CH3:17])=[O:15])[CH:3]=2)=[CH:22][CH:21]=1)=[O:19]. Given the reactants Br[C:2]1[CH:3]=[C:4]([C:14]([NH:16][CH3:17])=[O:15])[CH:5]=[C:6]([C:8]2[CH:13]=[CH:12][CH:11]=[CH:10][CH:9]=2)[CH:7]=1.[CH:18]([C:20]1[CH:25]=[CH:24][C:23](B(O)O)=[CH:22][CH:21]=1)=[O:19], predict the reaction product. (3) Given the reactants [S:1]1[C:5]2[C:6](=[O:10])[NH:7][CH2:8][CH2:9][C:4]=2[CH:3]=[CH:2]1.[Br:11]Br, predict the reaction product. The product is: [Br:11][C:2]1[S:1][C:5]2[C:6](=[O:10])[NH:7][CH2:8][CH2:9][C:4]=2[CH:3]=1. (4) Given the reactants [Cl:1][CH2:2][CH2:3][CH2:4][O:5][C:6]1[CH:11]=[CH:10][C:9]([C:12]2[S:13][C:14]([CH2:18][C:19]([OH:21])=O)=[C:15]([CH3:17])[N:16]=2)=[CH:8][CH:7]=1.C(N(CC)CC)C.[NH:29]1[CH2:34][CH2:33][CH2:32][CH2:31][CH2:30]1.ON1C2C=CC=CC=2N=N1.CN(C)CCCN=C=NCC, predict the reaction product. The product is: [Cl:1][CH2:2][CH2:3][CH2:4][O:5][C:6]1[CH:7]=[CH:8][C:9]([C:12]2[S:13][C:14]([CH2:18][C:19]([N:29]3[CH2:34][CH2:33][CH2:32][CH2:31][CH2:30]3)=[O:21])=[C:15]([CH3:17])[N:16]=2)=[CH:10][CH:11]=1. (5) Given the reactants Cl[C:2]1[N:7]=[CH:6][C:5]([S:8]([NH:11][C@@H:12]([C:14]2[N:18]([CH2:19][CH3:20])[C:17]3[CH:21]=[C:22]([C:25]([F:28])([F:27])[F:26])[CH:23]=[CH:24][C:16]=3[N:15]=2)[CH3:13])(=[O:10])=[O:9])=[CH:4][CH:3]=1.[OH-:29].[Na+], predict the reaction product. The product is: [CH2:19]([N:18]1[C:17]2[CH:21]=[C:22]([C:25]([F:28])([F:27])[F:26])[CH:23]=[CH:24][C:16]=2[N:15]=[C:14]1[CH:12]([NH:11][S:8]([C:5]1[CH:4]=[CH:3][C:2](=[O:29])[NH:7][CH:6]=1)(=[O:10])=[O:9])[CH3:13])[CH3:20].